This data is from Peptide-MHC class II binding affinity with 134,281 pairs from IEDB. The task is: Regression. Given a peptide amino acid sequence and an MHC pseudo amino acid sequence, predict their binding affinity value. This is MHC class II binding data. (1) The peptide sequence is AFKVAATAANAIPAN. The MHC is HLA-DPA10103-DPB10301 with pseudo-sequence HLA-DPA10103-DPB10301. The binding affinity (normalized) is 0.588. (2) The peptide sequence is MKDLDEPGHLAPTGM. The MHC is DRB4_0101 with pseudo-sequence DRB4_0103. The binding affinity (normalized) is 0.141. (3) The peptide sequence is PLGLLLKNLTTSSYV. The MHC is DRB1_0301 with pseudo-sequence DRB1_0301. The binding affinity (normalized) is 0.682.